This data is from Full USPTO retrosynthesis dataset with 1.9M reactions from patents (1976-2016). The task is: Predict the reactants needed to synthesize the given product. (1) Given the product [F:21][CH:2]([F:1])[C:3]1[C:7]([S:8]([C@@:11]([CH:14]2[CH2:19][CH2:18][N:17]([C:29]([NH:28][C:22]3[CH:23]=[CH:24][O:35][N:34]=3)=[O:31])[CH2:16][CH2:15]2)([F:13])[CH3:12])(=[O:9])=[O:10])=[CH:6][N:5]([CH3:20])[N:4]=1, predict the reactants needed to synthesize it. The reactants are: [F:1][CH:2]([F:21])[C:3]1[C:7]([S:8]([C@@:11]([CH:14]2[CH2:19][CH2:18][NH:17][CH2:16][CH2:15]2)([F:13])[CH3:12])(=[O:10])=[O:9])=[CH:6][N:5]([CH3:20])[N:4]=1.[C:22]1([NH:28][C:29](=[O:31])O)C=CC=[CH:24][CH:23]=1.NC1C=C[O:35][N:34]=1.CN(C)C. (2) The reactants are: [C:1]([O:5][CH2:6][C@H:7]1[NH:12][CH2:11][CH2:10][NH:9][C:8]1=[O:13])([CH3:4])([CH3:3])[CH3:2].[C:14]1([CH3:41])[CH:19]=[CH:18][C:17]([C:20]([C@@:22]([C:38]([OH:40])=[O:39])([OH:37])[C@@:23]([C:28]([C:30]2[CH:35]=[CH:34][C:33]([CH3:36])=[CH:32][CH:31]=2)=[O:29])([OH:27])[C:24]([OH:26])=[O:25])=[O:21])=[CH:16][CH:15]=1. Given the product [C:14]1([CH3:41])[CH:19]=[CH:18][C:17]([C:20]([C@@:22]([C:38]([OH:40])=[O:39])([OH:37])[C@@:23]([C:28]([C:30]2[CH:31]=[CH:32][C:33]([CH3:36])=[CH:34][CH:35]=2)=[O:29])([OH:27])[C:24]([OH:26])=[O:25])=[O:21])=[CH:16][CH:15]=1.[C:1]([O:5][CH2:6][C@H:7]1[NH:12][CH2:11][CH2:10][NH:9][C:8]1=[O:13])([CH3:4])([CH3:2])[CH3:3], predict the reactants needed to synthesize it. (3) Given the product [CH3:1][O:2][C:3]([C:5]1[CH:6]=[C:7]2[CH:13]=[C:12]([CH:14]([C:21]3[CH:22]=[N:23][C:24]([S:27]([CH3:30])(=[O:29])=[O:28])=[CH:25][CH:26]=3)[CH2:15][CH:16]3[CH2:20][CH2:19][CH2:18][CH2:17]3)[NH:11][C:8]2=[N:9][CH:10]=1)=[O:4], predict the reactants needed to synthesize it. The reactants are: [CH3:1][O:2][C:3]([C:5]1[CH:6]=[C:7]2[CH:13]=[C:12]([C:14]([C:21]3[CH:22]=[N:23][C:24]([S:27]([CH3:30])(=[O:29])=[O:28])=[CH:25][CH:26]=3)=[CH:15][CH:16]3[CH2:20][CH2:19][CH2:18][CH2:17]3)[NH:11][C:8]2=[N:9][CH:10]=1)=[O:4]. (4) The reactants are: [CH3:1][C:2]1[C:3]([C:14]2[CH:15]=[N:16][C:17]([CH3:20])=[CH:18][CH:19]=2)=[N:4][N:5]([C:8]2[CH:13]=[CH:12][CH:11]=[CH:10][CH:9]=2)[C:6]=1[NH2:7].C1(C2C=CC([CH2:30][O:31]C)=CC=2CN)CC1.[F:35][C:36]1([C:40]2[CH:45]=[CH:44][C:43]([CH2:46][O:47][CH3:48])=[CH:42][C:41]=2[CH2:49][NH2:50])[CH2:39][O:38][CH2:37]1. Given the product [F:35][C:36]1([C:40]2[CH:45]=[CH:44][C:43]([CH2:46][O:47][CH3:48])=[CH:42][C:41]=2[CH2:49][NH:50][C:30]([NH:7][C:6]2[N:5]([C:8]3[CH:9]=[CH:10][CH:11]=[CH:12][CH:13]=3)[N:4]=[C:3]([C:14]3[CH:15]=[N:16][C:17]([CH3:20])=[CH:18][CH:19]=3)[C:2]=2[CH3:1])=[O:31])[CH2:37][O:38][CH2:39]1, predict the reactants needed to synthesize it. (5) Given the product [CH:11]12[CH2:20][CH:15]3[CH2:16][CH:17]([CH2:19][CH:13]([CH2:14]3)[CH:12]1[C:6]1[CH:7]=[C:2]([Cl:1])[N:3]=[C:4]([NH2:9])[N:5]=1)[CH2:18]2, predict the reactants needed to synthesize it. The reactants are: [Cl:1][C:2]1[CH:7]=[C:6](Cl)[N:5]=[C:4]([NH2:9])[N:3]=1.[Br-].[CH:11]12[CH2:20][CH:15]3[CH2:16][CH:17]([CH2:19][CH:13]([CH2:14]3)[CH:12]1[Zn+])[CH2:18]2. (6) Given the product [C:6]1([C@@H:2]([N:1]2[CH2:16][CH2:15][CH2:14][CH2:13]2)[C:3]([OH:5])=[O:4])[CH:11]=[CH:10][CH:9]=[CH:8][CH:7]=1, predict the reactants needed to synthesize it. The reactants are: [NH2:1][C@H:2]([C:6]1[CH:11]=[CH:10][CH:9]=[CH:8][CH:7]=1)[C:3]([OH:5])=[O:4].Br[CH2:13][CH2:14][CH2:15][CH2:16]Br.C(=O)([O-])[O-].[Na+].[Na+]. (7) Given the product [C:41]([NH:1][C:2]1[CH:7]=[C:6]([O:8][C:9]2[C:14]([F:15])=[CH:13][C:12]([NH:16][C:17]([C:19]3[C:20](=[O:32])[N:21]([C:26]4[CH:27]=[CH:28][CH:29]=[CH:30][CH:31]=4)[N:22]([CH3:25])[C:23]=3[CH3:24])=[O:18])=[C:11]([Cl:33])[CH:10]=2)[CH:5]=[CH:4][N:3]=1)(=[O:43])[CH3:42], predict the reactants needed to synthesize it. The reactants are: [NH2:1][C:2]1[CH:7]=[C:6]([O:8][C:9]2[C:14]([F:15])=[CH:13][C:12]([NH:16][C:17]([C:19]3[C:20](=[O:32])[N:21]([C:26]4[CH:31]=[CH:30][CH:29]=[CH:28][CH:27]=4)[N:22]([CH3:25])[C:23]=3[CH3:24])=[O:18])=[C:11]([Cl:33])[CH:10]=2)[CH:5]=[CH:4][N:3]=1.CCN(CC)CC.[C:41](OC(=O)C)(=[O:43])[CH3:42].